This data is from Catalyst prediction with 721,799 reactions and 888 catalyst types from USPTO. The task is: Predict which catalyst facilitates the given reaction. (1) Reactant: C(OC([NH:11][C:12]([CH3:28])([CH3:27])[CH:13]=[C:14]([NH:19][C:20]([O:22][C:23]([CH3:26])([CH3:25])[CH3:24])=[O:21])[C:15](OC)=[O:16])=O)C1C=CC=CC=1. Product: [CH3:27][C:12]1([CH3:28])[NH:11][C:15](=[O:16])[CH:14]([NH:19][C:20](=[O:21])[O:22][C:23]([CH3:26])([CH3:25])[CH3:24])[CH2:13]1. The catalyst class is: 19. (2) Reactant: [S:1]1[C:5]2[CH:6]=[CH:7][CH:8]=[CH:9][C:4]=2[N:3]=[C:2]1[NH:10][C:11](=[O:37])[N:12]([CH:28]1[CH2:32][CH2:31][CH:30]([C:33]([O:35]C)=[O:34])[CH2:29]1)[CH2:13][CH2:14][CH:15]([C:22]1[CH:27]=[CH:26][CH:25]=[CH:24][CH:23]=1)[C:16]1[CH:21]=[CH:20][CH:19]=[CH:18][CH:17]=1.O.[OH-].[Li+]. Product: [S:1]1[C:5]2[CH:6]=[CH:7][CH:8]=[CH:9][C:4]=2[N:3]=[C:2]1[NH:10][C:11](=[O:37])[N:12]([CH:28]1[CH2:32][CH2:31][CH:30]([C:33]([OH:35])=[O:34])[CH2:29]1)[CH2:13][CH2:14][CH:15]([C:16]1[CH:17]=[CH:18][CH:19]=[CH:20][CH:21]=1)[C:22]1[CH:27]=[CH:26][CH:25]=[CH:24][CH:23]=1. The catalyst class is: 24.